This data is from Forward reaction prediction with 1.9M reactions from USPTO patents (1976-2016). The task is: Predict the product of the given reaction. Given the reactants [CH3:1][O:2][C:3](=[O:13])[C:4]1[C:9]([Cl:10])=[CH:8][C:7]([NH2:11])=[CH:6][C:5]=1[Cl:12].[Br-:14].[Br-].[Br-].C([N+](CCCC)(CCCC)CCCC)CCC.C([N+](CCCC)(CCCC)CCCC)CCC.C([N+](CCCC)(CCCC)CCCC)CCC, predict the reaction product. The product is: [CH3:1][O:2][C:3](=[O:13])[C:4]1[C:5]([Cl:12])=[CH:6][C:7]([NH2:11])=[C:8]([Br:14])[C:9]=1[Cl:10].